From a dataset of Full USPTO retrosynthesis dataset with 1.9M reactions from patents (1976-2016). Predict the reactants needed to synthesize the given product. (1) Given the product [ClH:7].[CH3:17][C:15]1([CH3:18])[CH2:14][C:13]([CH3:19])([CH3:20])[CH2:12][C:11]([N:21]2[CH2:26][CH2:25][CH2:24][CH2:23][CH2:22]2)([CH2:8][C:9]#[CH:10])[CH2:16]1, predict the reactants needed to synthesize it. The reactants are: N1CCCCC1.[ClH:7].[CH2:8]([C:11]1([N:21]2[CH2:26][CH2:25][CH2:24][CH2:23][CH2:22]2)[CH2:16][C:15]([CH3:18])([CH3:17])[CH2:14][C:13]([CH3:20])([CH3:19])[CH2:12]1)[CH:9]=[CH2:10].BrCC#C. (2) Given the product [CH3:3][O:4][C:5]1[CH:6]=[C:7]([CH3:26])[C:8]([S:12]([N:15]2[C:23]3[C:18](=[CH:19][CH:20]=[CH:21][CH:22]=3)[CH2:17][C@H:16]2[CH2:24][O:25][CH2:33][C:32]([O:31][C:27]([CH3:30])([CH3:29])[CH3:28])=[O:35])(=[O:13])=[O:14])=[C:9]([CH3:11])[CH:10]=1, predict the reactants needed to synthesize it. The reactants are: [OH-].[Na+].[CH3:3][O:4][C:5]1[CH:10]=[C:9]([CH3:11])[C:8]([S:12]([N:15]2[C:23]3[C:18](=[CH:19][CH:20]=[CH:21][CH:22]=3)[CH2:17][C@H:16]2[CH2:24][OH:25])(=[O:14])=[O:13])=[C:7]([CH3:26])[CH:6]=1.[C:27]([O:31][C:32](=[O:35])[CH2:33]Br)([CH3:30])([CH3:29])[CH3:28]. (3) Given the product [C:1]([C:5]1[CH:36]=[CH:35][C:8]([C:9]([N:11]2[C@@H:15]([C:16]3[S:20][CH:19]=[N:18][CH:17]=3)[C@@H:14]([N:21]3[CH:22]=[CH:23][N:24]=[CH:25][CH2:26]3)[CH2:13][C@@:12]2([CH3:34])[C:27]([OH:29])=[O:28])=[O:10])=[CH:7][C:6]=1[Cl:37])([CH3:4])([CH3:2])[CH3:3], predict the reactants needed to synthesize it. The reactants are: [C:1]([C:5]1[CH:36]=[CH:35][C:8]([C:9]([N:11]2[C@@H:15]([C:16]3[S:20][CH:19]=[N:18][CH:17]=3)[C@@H:14]([N:21]3[CH:26]=[CH:25][N:24]=[CH:23][CH2:22]3)[CH2:13][C@@:12]2([CH3:34])[C:27]([O:29]C(C)(C)C)=[O:28])=[O:10])=[CH:7][C:6]=1[Cl:37])([CH3:4])([CH3:3])[CH3:2].C(O)(C(F)(F)F)=O. (4) Given the product [CH2:2]([O:3][C:4]([C:6]1[NH:7][C:8]2[C:13]([CH:14]=1)=[CH:12][C:11]([C:15]([N:40]1[CH2:44][CH2:43][CH2:42][C@@H:41]1[CH2:45][N:46]1[CH2:50][CH2:49][CH2:48][CH2:47]1)=[O:17])=[CH:10][CH:9]=2)=[O:5])[CH3:1], predict the reactants needed to synthesize it. The reactants are: [CH3:1][CH2:2][O:3][C:4]([C:6]1[NH:7][C:8]2[C:13]([CH:14]=1)=[CH:12][C:11]([C:15]([OH:17])=O)=[CH:10][CH:9]=2)=[O:5].F[B-](F)(F)F.N1(OC(N(C)C)=[N+](C)C)C2C=CC=CC=2N=N1.[NH:40]1[CH2:44][CH2:43][CH2:42][C@@H:41]1[CH2:45][N:46]1[CH2:50][CH2:49][CH2:48][CH2:47]1.C(N(CC)C(C)C)(C)C.